From a dataset of Reaction yield outcomes from USPTO patents with 853,638 reactions. Predict the reaction yield, written as a fraction of the theoretical maximum amount of product (1.0 means a 100% yield; for example, 0.34 means a 34% yield). (1) The reactants are [NH:1]1[C:9]2[C:4](=[CH:5][C:6]([CH:10]=[O:11])=[CH:7][CH:8]=2)[CH:3]=[CH:2]1.[H-].[Na+].[CH3:14][N:15]([CH3:19])[C:16](Cl)=[O:17].[Cl-].[NH4+]. The catalyst is CN(C=O)C. The product is [CH:10]([C:6]1[CH:5]=[C:4]2[C:9](=[CH:8][CH:7]=1)[N:1]([C:16]([N:15]([CH3:19])[CH3:14])=[O:17])[CH:2]=[CH:3]2)=[O:11]. The yield is 0.970. (2) The reactants are [Cl:1][C:2]1[C:3]([N+:9]([O-])=O)=[C:4]([CH:6]=[CH:7][CH:8]=1)[NH2:5].[Cl-].[NH4+].C(O)C. The catalyst is [Zn].O. The product is [Cl:1][C:2]1[CH:8]=[CH:7][CH:6]=[C:4]([NH2:5])[C:3]=1[NH2:9]. The yield is 0.970. (3) The reactants are [NH2:1][C:2]1[CH:9]=[CH:8][C:5]([C:6]#[N:7])=[CH:4][C:3]=1Cl.[C:11]([S-:16])(=[S:15])OCC.[K+].Cl. The catalyst is CN(C=O)C. The product is [SH:16][C:11]1[S:15][C:3]2[CH:4]=[C:5]([C:6]#[N:7])[CH:8]=[CH:9][C:2]=2[N:1]=1. The yield is 0.840. (4) The reactants are [CH2:1]([O:3][C:4]([C:6]1[CH:7]=[N:8][N:9]([CH3:14])[C:10]=1[C:11](Cl)=[O:12])=[O:5])[CH3:2].[Br:15][C:16]1[C:17]([NH2:31])=[CH:18][C:19]2[N:20]([CH:22]=[C:23]([C:25]3[CH:30]=[CH:29][CH:28]=[CH:27][CH:26]=3)[N:24]=2)[CH:21]=1.C(N(CC)CC)C. The catalyst is ClCCl. The product is [CH2:1]([O:3][C:4]([C:6]1[CH:7]=[N:8][N:9]([CH3:14])[C:10]=1[C:11](=[O:12])[NH:31][C:17]1[C:16]([Br:15])=[CH:21][N:20]2[CH:22]=[C:23]([C:25]3[CH:30]=[CH:29][CH:28]=[CH:27][CH:26]=3)[N:24]=[C:19]2[CH:18]=1)=[O:5])[CH3:2]. The yield is 0.230. (5) The reactants are [O:1]=[C:2]1[C@@H:9]2[C@@H:5]([CH2:6][N:7]([C:10]([O:12][C:13]([CH3:16])([CH3:15])[CH3:14])=[O:11])[CH2:8]2)[CH2:4][CH2:3]1.OO. The catalyst is O1CCCC1.O. The product is [OH:1][C@H:2]1[C@@H:9]2[C@@H:5]([CH2:6][N:7]([C:10]([O:12][C:13]([CH3:16])([CH3:15])[CH3:14])=[O:11])[CH2:8]2)[CH2:4][CH2:3]1. The yield is 0.820. (6) The reactants are [Cl:1][C:2]1[CH:7]=[CH:6][C:5]([C:8]2[O:12][C:11]([C:13]([F:16])([F:15])[F:14])=[C:10]([C:17](Cl)=[O:18])[CH:9]=2)=[CH:4][CH:3]=1.[F:20][C:21]([F:34])([F:33])[C:22]1[CH:23]=[C:24]([NH2:32])[CH:25]=[C:26]([C:28]([F:31])([F:30])[F:29])[CH:27]=1.C(N(CC)C(C)C)(C)C.Cl.C([O-])(O)=O.[Na+]. The catalyst is ClCCl. The product is [Cl:1][C:2]1[CH:7]=[CH:6][C:5]([C:8]2[O:12][C:11]([C:13]([F:16])([F:15])[F:14])=[C:10]([C:17]([NH:32][C:24]3[CH:25]=[C:26]([C:28]([F:29])([F:30])[F:31])[CH:27]=[C:22]([C:21]([F:20])([F:33])[F:34])[CH:23]=3)=[O:18])[CH:9]=2)=[CH:4][CH:3]=1. The yield is 0.580. (7) The reactants are [NH2:1][CH2:2][CH2:3][NH:4][C:5](=[O:11])[O:6][C:7]([CH3:10])([CH3:9])[CH3:8].[Br:12][C:13]1[C:20]([F:21])=[CH:19][C:16]([CH:17]=O)=[C:15]([F:22])[CH:14]=1.C(O)(=O)C.[Na].C(=O)([O-])O.[Na+].[C:33](Cl)(=[O:42])[O:34][CH2:35][C:36]1[CH:41]=[CH:40][CH:39]=[CH:38][CH:37]=1. The catalyst is C1COCC1. The product is [Br:12][C:13]1[C:20]([F:21])=[CH:19][C:16]([CH2:17][N:1]([CH2:2][CH2:3][NH:4][C:5]([O:6][C:7]([CH3:8])([CH3:10])[CH3:9])=[O:11])[C:33](=[O:42])[O:34][CH2:35][C:36]2[CH:41]=[CH:40][CH:39]=[CH:38][CH:37]=2)=[C:15]([F:22])[CH:14]=1. The yield is 0.859. (8) The reactants are [F:1][C:2]1[CH:3]=[C:4]([OH:9])[CH:5]=[C:6]([F:8])[CH:7]=1.C(=O)([O-])[O-].[K+].[K+].I[CH:17]([CH3:19])[CH3:18]. The catalyst is CN(C=O)C.CCOC(C)=O. The product is [F:1][C:2]1[CH:3]=[C:4]([O:9][CH:17]([CH3:19])[CH3:18])[CH:5]=[C:6]([F:8])[CH:7]=1. The yield is 0.880.